Dataset: Full USPTO retrosynthesis dataset with 1.9M reactions from patents (1976-2016). Task: Predict the reactants needed to synthesize the given product. Given the product [ClH:42].[Cl:44][C:28]1[CH:29]=[CH:30][C:31]([C:33](=[O:43])[NH:34][CH2:35][C:36]2[CH:41]=[CH:40][CH:39]=[C:38]([Cl:42])[CH:37]=2)=[CH:32][C:27]=1[NH:26][C:25]([C:23]1[C:22](=[O:46])[NH:21][C:19]2[N:20]=[C:15]([NH:14][CH:11]3[CH2:12][CH2:13][NH:8][CH2:9][CH2:10]3)[N:16]=[CH:17][C:18]=2[CH:24]=1)=[O:45], predict the reactants needed to synthesize it. The reactants are: C(OC([N:8]1[CH2:13][CH2:12][CH:11]([NH:14][C:15]2[N:16]=[CH:17][C:18]3[CH:24]=[C:23]([C:25](=[O:45])[NH:26][C:27]4[CH:32]=[C:31]([C:33](=[O:43])[NH:34][CH2:35][C:36]5[CH:41]=[CH:40][CH:39]=[C:38]([Cl:42])[CH:37]=5)[CH:30]=[CH:29][C:28]=4[Cl:44])[C:22](=[O:46])[NH:21][C:19]=3[N:20]=2)[CH2:10][CH2:9]1)=O)(C)(C)C.Cl.